Dataset: Peptide-MHC class I binding affinity with 185,985 pairs from IEDB/IMGT. Task: Regression. Given a peptide amino acid sequence and an MHC pseudo amino acid sequence, predict their binding affinity value. This is MHC class I binding data. (1) The MHC is HLA-B15:17 with pseudo-sequence HLA-B15:17. The binding affinity (normalized) is 0.0847. The peptide sequence is GLFWGGIWY. (2) The peptide sequence is SLAAAKKQL. The MHC is HLA-A02:06 with pseudo-sequence HLA-A02:06. The binding affinity (normalized) is 0.0717. (3) The peptide sequence is KIILFLTLI. The MHC is HLA-A02:03 with pseudo-sequence HLA-A02:03. The binding affinity (normalized) is 0.852. (4) The peptide sequence is RYNLDPDSI. The MHC is HLA-A23:01 with pseudo-sequence HLA-A23:01. The binding affinity (normalized) is 0.175. (5) The peptide sequence is GVFPINESF. The MHC is HLA-A31:01 with pseudo-sequence HLA-A31:01. The binding affinity (normalized) is 0.0847. (6) The peptide sequence is FVMPIFEQI. The MHC is HLA-B07:02 with pseudo-sequence HLA-B07:02. The binding affinity (normalized) is 0.213. (7) The peptide sequence is ELRGLLKDV. The MHC is HLA-A02:19 with pseudo-sequence HLA-A02:19. The binding affinity (normalized) is 0.118. (8) The peptide sequence is IQKGMFVVK. The MHC is HLA-A02:16 with pseudo-sequence HLA-A02:16. The binding affinity (normalized) is 0.0847. (9) The peptide sequence is GLYIPGTSV. The MHC is HLA-A02:06 with pseudo-sequence HLA-A02:06. The binding affinity (normalized) is 0.310.